This data is from Forward reaction prediction with 1.9M reactions from USPTO patents (1976-2016). The task is: Predict the product of the given reaction. (1) Given the reactants [N+:1]([C:4]1[CH:5]=[C:6]([CH:9]=[C:10]([N+:12]([O-:14])=[O:13])[CH:11]=1)[CH2:7][OH:8])([O-:3])=[O:2].[F:15][C:16]([F:42])([F:41])[CH2:17][CH2:18][CH2:19][O:20][C:21]1[CH:40]=[CH:39][C:24]([C:25]([O:27][C:28]2[CH:33]=[CH:32][C:31](/[CH:34]=[CH:35]/[C:36](O)=[O:37])=[CH:30][CH:29]=2)=[O:26])=[CH:23][CH:22]=1.Cl.CN(C)CCCN=C=NCC, predict the reaction product. The product is: [F:15][C:16]([F:41])([F:42])[CH2:17][CH2:18][CH2:19][O:20][C:21]1[CH:40]=[CH:39][C:24]([C:25]([O:27][C:28]2[CH:33]=[CH:32][C:31](/[CH:34]=[CH:35]/[C:36]([O:8][CH2:7][C:6]3[CH:5]=[C:4]([N+:1]([O-:3])=[O:2])[CH:11]=[C:10]([N+:12]([O-:14])=[O:13])[CH:9]=3)=[O:37])=[CH:30][CH:29]=2)=[O:26])=[CH:23][CH:22]=1. (2) Given the reactants [CH2:1]([O:4][C:5]1[CH:10]=[CH:9][C:8]([C:11]#[C:12][C:13]2[CH:18]=[CH:17][C:16]([CH:19]([CH3:29])[CH2:20][NH:21]C(=O)OC(C)(C)C)=[CH:15][CH:14]=2)=[CH:7][CH:6]=1)[CH2:2][CH3:3].Cl, predict the reaction product. The product is: [CH2:1]([O:4][C:5]1[CH:10]=[CH:9][C:8]([C:11]#[C:12][C:13]2[CH:14]=[CH:15][C:16]([CH:19]([CH3:29])[CH2:20][NH2:21])=[CH:17][CH:18]=2)=[CH:7][CH:6]=1)[CH2:2][CH3:3].